This data is from Experimentally validated miRNA-target interactions with 360,000+ pairs, plus equal number of negative samples. The task is: Binary Classification. Given a miRNA mature sequence and a target amino acid sequence, predict their likelihood of interaction. (1) The miRNA is mmu-miR-878-5p with sequence UAUCUAGUUGGAUGUCAAGACA. The protein sequence of the target gene is MTSRFGKTYSRKGGNGSSKFDEVFSNKRTTLSTKWGETTFMAKLGQKRPNFKPDIQEIPKKPKVEEESTGDPFGFDSDDESLPVSSKNLAQVKCSSYSESSEAAQLEEVTSVLEANSKISHVVVEDTVVSDKCFPLEDTLLGKEKSTNRIVEDDASISSCNKLITSDKVENFHEEHEKNSHHIHKNADDSTKKPNAETTVASEIKETNDTWNSQFGKRPESPSEISPIKGSVRTGLFEWDNDFEDIRSEDCILSLDSDPLLEMKDDDFKNRLENLNEAIEEDIVQSVLRPTNCRTYCRAN.... Result: 0 (no interaction). (2) The miRNA is hsa-miR-425-3p with sequence AUCGGGAAUGUCGUGUCCGCCC. The protein sequence of the target gene is MEGGGGSGNKTTGGLAGFFGAGGAGYSHADLAGVPLTGMNPLSPYLNVDPRYLVQDTDEFILPTGANKTRGRFELAFFTIGGCCMTGAAFGAMNGLRLGLKETQNMAWSKPRNVQILNMVTRQGALWANTLGSLALLYSAFGVIIEKTRGAEDDLNTVAAGTMTGMLYKCTGGLRGIARGGLTGLTLTSLYALYNNWEHMKGSLLQQSL. Result: 0 (no interaction). (3) The miRNA is hsa-miR-6764-5p with sequence UCCCAGGGUCUGGUCAGAGUUG. The protein sequence of the target gene is MACPLDQAIGLLVAIFHKYSGREGDKHTLSKKELKELIQKELTIGSKLQDAEIARLMEDLDRNKDQEVNFQEYVTFLGALALIYNEALKG. Result: 0 (no interaction). (4) The miRNA is hsa-miR-4328 with sequence CCAGUUUUCCCAGGAUU. The protein sequence of the target gene is MDESALTLGTIDVSYLPHSSEYSVGRCKHTSEEWGECGFRPTIFRSATLKWKESLMSRKRPFVGRCCYSCTPQSWDKFFNPSIPSLGLRNVIYINETHTRHRGWLARRLSYVLFIQERDVHKGMFATNVTENVLNSSRVQEAIAEVAAELNPDGSAQQQSKAVNKVKKKAKRILQEMVATVSPAMIRLTGWVLLKLFNSFFWNIQIHKGQLEMVKAATETNLPLLFLPVHRSHIDYLLLTFILFCHNIKAPYIASGNNLNIPIFSTLIHKLGGFFIRRRLDETPDGRKDVLYRALLHGHI.... Result: 1 (interaction). (5) The miRNA is hsa-miR-1277-5p with sequence AAAUAUAUAUAUAUAUGUACGUAU. The protein sequence of the target gene is MHQKLLKSAHYIELGSYQYWPVLVPRGIRLYTYEQIPGSLKDNPYITDGYRAYLPSRLCIKSLFILSNETVNIWSHLLGFFLFFTLGIYDMTSVLPSASASREDFVICSICLFCFQVCMLCSVGYHLFSCHRSEKTCRRWMALDYAGISIGILGCYVSGVFYAFYCNNYWRQVYLITVLAMILAVFFAQIHPNYLTQQWQRLRSIIFCSVSGYGVIPTLHWVWLNGGIGAPIVQDFAPRVIVMYMIALLAFLFYISKVPERYFPGQLNYLGSSHQIWHILAVVMLYWWHQSTVYVMQYRH.... Result: 1 (interaction).